This data is from Full USPTO retrosynthesis dataset with 1.9M reactions from patents (1976-2016). The task is: Predict the reactants needed to synthesize the given product. (1) Given the product [ClH:11].[NH2:23][C:20]1[N:19]=[C:18]([CH3:31])[C:17]([CH2:16][NH:15][C:13](=[O:14])[CH2:12][C:7]2[C:8]([Cl:11])=[CH:9][CH:10]=[C:5]([NH:4][CH2:3][C:2]([F:1])([F:44])[C:33]3[C:42]4[C:37](=[CH:38][CH:39]=[CH:40][CH:41]=4)[C:36]([F:43])=[CH:35][CH:34]=3)[C:6]=2[F:32])=[CH:22][CH:21]=1, predict the reactants needed to synthesize it. The reactants are: [F:1][C:2]([F:44])([C:33]1[C:42]2[C:37](=[CH:38][CH:39]=[CH:40][CH:41]=2)[C:36]([F:43])=[CH:35][CH:34]=1)[CH2:3][NH:4][C:5]1[C:6]([F:32])=[C:7]([CH2:12][C:13]([NH:15][CH2:16][C:17]2[C:18]([CH3:31])=[N:19][C:20]([NH:23]C(OC(C)(C)C)=O)=[CH:21][CH:22]=2)=[O:14])[C:8]([Cl:11])=[CH:9][CH:10]=1.CO.C(Cl)Cl. (2) Given the product [CH2:50]([NH:57][C:4](=[O:32])[O:5][CH2:6][C:7]1[C:8]([CH2:23][C:24]2[CH:29]=[C:28]([F:30])[CH:27]=[CH:26][C:25]=2[F:31])=[N:9][C:10]([S:13]([C:16]2[CH:21]=[CH:20][C:19]([Cl:22])=[CH:18][CH:17]=2)(=[O:14])=[O:15])=[CH:11][CH:12]=1)[C:51]1[CH:56]=[CH:55][CH:54]=[CH:53][CH:52]=1, predict the reactants needed to synthesize it. The reactants are: ClCCl.[C:4](=O)([O:32]C1C=CC([N+]([O-])=O)=CC=1)[O:5][CH2:6][C:7]1[C:8]([CH2:23][C:24]2[CH:29]=[C:28]([F:30])[CH:27]=[CH:26][C:25]=2[F:31])=[N:9][C:10]([S:13]([C:16]2[CH:21]=[CH:20][C:19]([Cl:22])=[CH:18][CH:17]=2)(=[O:15])=[O:14])=[CH:11][CH:12]=1.CN1CCOCC1.[CH2:50]([NH2:57])[C:51]1[CH:56]=[CH:55][CH:54]=[CH:53][CH:52]=1.